From a dataset of Peptide-MHC class I binding affinity with 185,985 pairs from IEDB/IMGT. Regression. Given a peptide amino acid sequence and an MHC pseudo amino acid sequence, predict their binding affinity value. This is MHC class I binding data. (1) The peptide sequence is FLFPDTRAV. The MHC is HLA-A02:01 with pseudo-sequence HLA-A02:01. The binding affinity (normalized) is 0.847. (2) The peptide sequence is IVTDFSVIK. The MHC is HLA-A30:02 with pseudo-sequence HLA-A30:02. The binding affinity (normalized) is 0.0804. (3) The peptide sequence is AEFKYIAAV. The MHC is HLA-B27:05 with pseudo-sequence HLA-B27:05. The binding affinity (normalized) is 0. (4) The peptide sequence is TTETPTWNR. The MHC is HLA-A68:01 with pseudo-sequence HLA-A68:01. The binding affinity (normalized) is 0.753. (5) The peptide sequence is NLERETGLSA. The MHC is HLA-A02:03 with pseudo-sequence HLA-A02:03. The binding affinity (normalized) is 0.315. (6) The peptide sequence is YLHDPLTPY. The MHC is HLA-B27:05 with pseudo-sequence HLA-B27:05. The binding affinity (normalized) is 0.0847. (7) The peptide sequence is LSDLPGLGY. The MHC is HLA-A01:01 with pseudo-sequence HLA-A01:01. The binding affinity (normalized) is 1.00. (8) The peptide sequence is KLVDFRELNK. The MHC is HLA-A30:02 with pseudo-sequence HLA-A30:02. The binding affinity (normalized) is 0.